Dataset: Drug-target binding data from BindingDB using IC50 measurements. Task: Regression. Given a target protein amino acid sequence and a drug SMILES string, predict the binding affinity score between them. We predict pIC50 (pIC50 = -log10(IC50 in M); higher means more potent). Dataset: bindingdb_ic50. The drug is Cc1ccc(NC(=O)c2cccc(C(F)(F)F)c2)cc1-c1nc(C(C)C)cc(N2CCOCC2)n1. The target protein sequence is QEKNKIRPRGQRDSSEEWEIEASEVMLSTRIGSGSFGTVYKGKWHGDVAVKILKVVDPTPEQFQAFRNEVAVLRKTRHVNILLFMGYMTKDNLAIVTQWCEGSSLYKHLHVQETKFQMFQLIDIARQTAQGMDYLHAKNIIHRDMKSNNIFLHEGLTVKIGDFGLATVKSRWSGSQQVEQPTGSVLWMAPEVIRMQDNNPFSFQSDVYSYGIVLYELMTGELPYSHINNRDQIIFMVGRGYASPDLSKLYKNCPKAMKRLVADCVKKVKEERPLFPQILSSIELLQHSLPKINRSASEPSLHRAAHTEDINACTLTTSPRLPVF. The pIC50 is 9.1.